This data is from Forward reaction prediction with 1.9M reactions from USPTO patents (1976-2016). The task is: Predict the product of the given reaction. (1) Given the reactants [CH:1]([OH:4])([CH3:3])[CH3:2].[H-].[Na+].[CH:7]([O:10][C:11](=[O:21])[C:12]1[C:17](Cl)=[CH:16][C:15]([Cl:19])=[N:14][C:13]=1[CH3:20])([CH3:9])[CH3:8], predict the reaction product. The product is: [CH:7]([O:10][C:11](=[O:21])[C:12]1[C:17]([O:4][CH:1]([CH3:3])[CH3:2])=[CH:16][C:15]([Cl:19])=[N:14][C:13]=1[CH3:20])([CH3:9])[CH3:8]. (2) Given the reactants [CH3:1][NH:2][CH3:3].Cl[C:5]1[N:10]=[C:9]2[C:11]([C:14]([F:26])([F:25])[C:15]3[CH:16]=[C:17]4[C:22](=[CH:23][CH:24]=3)[N:21]=[CH:20][CH:19]=[CH:18]4)=[N:12][O:13][C:8]2=[CH:7][CH:6]=1, predict the reaction product. The product is: [F:25][C:14]([F:26])([C:15]1[CH:16]=[C:17]2[C:22](=[CH:23][CH:24]=1)[N:21]=[CH:20][CH:19]=[CH:18]2)[C:11]1[C:9]2=[N:10][C:5]([N:2]([CH3:3])[CH3:1])=[CH:6][CH:7]=[C:8]2[O:13][N:12]=1. (3) Given the reactants Br[C:2]1[CH:14]=[N:13][C:12]2[C:11]3[CH:10]=[CH:9][C:8]([C:15]4([O:19][Si:20]([C:23]([CH3:26])([CH3:25])[CH3:24])([CH3:22])[CH3:21])[CH2:18][O:17][CH2:16]4)=[CH:7][C:6]=3[NH:5][C:4]=2[CH:3]=1.[CH3:27][N:28]1[C:32]([Sn](CCCC)(CCCC)CCCC)=[C:31]([CH3:46])[N:30]=[N:29]1.CCN(CC)CC, predict the reaction product. The product is: [Si:20]([O:19][C:15]1([C:8]2[CH:9]=[CH:10][C:11]3[C:12]4[N:13]=[CH:14][C:2]([C:32]5[N:28]([CH3:27])[N:29]=[N:30][C:31]=5[CH3:46])=[CH:3][C:4]=4[NH:5][C:6]=3[CH:7]=2)[CH2:18][O:17][CH2:16]1)([C:23]([CH3:26])([CH3:25])[CH3:24])([CH3:22])[CH3:21]. (4) Given the reactants Cl[C:2]1[C:7]([N+:8]([O-:10])=[O:9])=[CH:6][C:5]([N+:11]([O-:13])=[O:12])=[CH:4][N:3]=1.[NH:14]1[CH2:19][CH2:18][CH:17]([C:20]([NH2:22])=[O:21])[CH2:16][CH2:15]1, predict the reaction product. The product is: [N+:8]([C:7]1[C:2]([N:14]2[CH2:19][CH2:18][CH:17]([C:20]([NH2:22])=[O:21])[CH2:16][CH2:15]2)=[N:3][CH:4]=[C:5]([N+:11]([O-:13])=[O:12])[CH:6]=1)([O-:10])=[O:9]. (5) The product is: [C:12]([NH:11][C:8]1[S:9][CH:10]=[C:6]([C:4]([OH:3])=[O:5])[N:7]=1)([C:13]1[CH:18]=[CH:17][CH:16]=[CH:15][CH:14]=1)([C:25]1[CH:26]=[CH:27][CH:28]=[CH:29][CH:30]=1)[C:19]1[CH:20]=[CH:21][CH:22]=[CH:23][CH:24]=1. Given the reactants C([O:3][C:4]([C:6]1[N:7]=[C:8]([NH2:11])[S:9][CH:10]=1)=[O:5])C.[C:12](Cl)([C:25]1[CH:30]=[CH:29][CH:28]=[CH:27][CH:26]=1)([C:19]1[CH:24]=[CH:23][CH:22]=[CH:21][CH:20]=1)[C:13]1[CH:18]=[CH:17][CH:16]=[CH:15][CH:14]=1, predict the reaction product. (6) Given the reactants [C:1]1([N:7]2[C:12](=[O:13])[C:11]3[S:14][CH:15]=[C:16]([C:17]4[CH:22]=[CH:21][CH:20]=[CH:19][CH:18]=4)[C:10]=3[N:9]=[CH:8]2)C=C[CH:4]=[CH:3][CH:2]=1.NC1C(C2C=CC=CC=2[F:35])=CSC=1C(OC)=O.C(OCC)(OCC)OCC.C1(CN)CC1, predict the reaction product. The product is: [CH:2]1([CH2:1][N:7]2[C:12](=[O:13])[C:11]3[S:14][CH:15]=[C:16]([C:17]4[CH:22]=[CH:21][CH:20]=[CH:19][C:18]=4[F:35])[C:10]=3[N:9]=[CH:8]2)[CH2:4][CH2:3]1. (7) The product is: [F:32][C:29]1[CH:30]=[CH:31][C:25]2[N:24]=[C:23]([C:18]3[C:17]4[C:16]5[C:11](=[CH:12][CH:13]=[CH:14][CH:15]=5)[N:10]([C:8]5[CH:7]=[CH:6][C:3]([C:4]([NH2:5])=[O:34])=[C:2]([NH:39][CH:40]6[CH2:45][CH2:44][O:43][CH2:42][CH2:41]6)[CH:9]=5)[C:22]=4[CH:21]=[CH:20][CH:19]=3)[NH:27][C:26]=2[CH:28]=1. Given the reactants F[C:2]1[CH:9]=[C:8]([N:10]2[C:22]3[CH:21]=[CH:20][CH:19]=[C:18]([C:23]4[NH:27][C:26]5[CH:28]=[C:29]([F:32])[CH:30]=[CH:31][C:25]=5[N:24]=4)[C:17]=3[C:16]3[C:11]2=[CH:12][CH:13]=[CH:14][CH:15]=3)[CH:7]=[CH:6][C:3]=1[C:4]#[N:5].C(=O)([O-])[O-:34].[K+].[K+].[NH2:39][CH:40]1[CH2:45][CH2:44][O:43][CH2:42][CH2:41]1.[OH-].[Na+].OO, predict the reaction product. (8) Given the reactants [NH2:1][C:2]1[N:3]=[C:4]([NH:17][CH:18]2[CH2:23][CH2:22][N:21]([S:24]([CH:27]=[CH2:28])(=[O:26])=[O:25])[CH2:20][CH2:19]2)[S:5][C:6]=1[C:7]([C:9]1[C:14]([F:15])=[CH:13][CH:12]=[CH:11][C:10]=1[F:16])=[O:8].[NH:29]1[CH2:33][CH2:32][CH2:31][CH2:30]1, predict the reaction product. The product is: [NH2:1][C:2]1[N:3]=[C:4]([NH:17][CH:18]2[CH2:19][CH2:20][N:21]([S:24]([CH2:27][CH2:28][N:29]3[CH2:33][CH2:32][CH2:31][CH2:30]3)(=[O:25])=[O:26])[CH2:22][CH2:23]2)[S:5][C:6]=1[C:7]([C:9]1[C:14]([F:15])=[CH:13][CH:12]=[CH:11][C:10]=1[F:16])=[O:8]. (9) Given the reactants [C:1]([O:5][C:6](=[O:36])[NH:7][C:8]1([C:12]2[CH:17]=[CH:16][C:15](C3C(=O)C4C(=CC=C(F)C=4)OC=3C3C=CC=CC=3)=[CH:14][CH:13]=2)[CH2:11][CH2:10][CH2:9]1)([CH3:4])([CH3:3])[CH3:2].I[C:38]1[C:39](=[O:56])[C:40]2[C:41]([O:48][C:49]=1[C:50]1[CH:55]=[CH:54][CH:53]=[CH:52][CH:51]=1)=[N:42][C:43]([O:46][CH3:47])=[CH:44][CH:45]=2, predict the reaction product. The product is: [C:1]([O:5][C:6](=[O:36])[NH:7][C:8]1([C:12]2[CH:13]=[CH:14][C:15]([C:38]3[C:39](=[O:56])[C:40]4[C:41]([O:48][C:49]=3[C:50]3[CH:55]=[CH:54][CH:53]=[CH:52][CH:51]=3)=[N:42][C:43]([O:46][CH3:47])=[CH:44][CH:45]=4)=[CH:16][CH:17]=2)[CH2:9][CH2:10][CH2:11]1)([CH3:4])([CH3:2])[CH3:3]. (10) The product is: [N:1]1[CH:6]=[CH:5][CH:4]=[CH:3][C:2]=1[CH2:7][CH2:8][NH:9][C:10]([C:12]1[C:13]([C:18]2[CH:23]=[CH:22][CH:21]=[CH:20][C:19]=2[CH2:24][NH:25][C:45]([O:47][C@H:48]([CH3:55])[C:49]2[CH:54]=[CH:53][CH:52]=[CH:51][CH:50]=2)=[O:46])=[CH:14][CH:15]=[CH:16][CH:17]=1)=[O:11]. Given the reactants [N:1]1[CH:6]=[CH:5][CH:4]=[CH:3][C:2]=1[CH2:7][CH2:8][NH:9][C:10]([C:12]1[C:13]([C:18]2[CH:23]=[CH:22][CH:21]=[CH:20][C:19]=2[CH2:24][NH2:25])=[CH:14][CH:15]=[CH:16][CH:17]=1)=[O:11].N1C=CC=CC=1CCNC(C1C(C2C=CC=CC=2)=CC=CC=1CN[C:45]([O:47][CH:48]([CH3:55])[C:49]1[CH:54]=[CH:53][CH:52]=[CH:51][CH:50]=1)=[O:46])=O, predict the reaction product.